This data is from Reaction yield outcomes from USPTO patents with 853,638 reactions. The task is: Predict the reaction yield, written as a fraction of the theoretical maximum amount of product (1.0 means a 100% yield; for example, 0.34 means a 34% yield). (1) The reactants are [CH3:1][O:2][C:3]1[CH:8]=[CH:7][CH:6]=[CH:5][C:4]=1[NH:9][C:10](=[O:16])[O:11][C:12]([CH3:15])([CH3:14])[CH3:13].[Li]C(C)(C)C.[Cl:22][C:23]1[CH:24]=[CH:25][C:26]([C:29](OCC)=[O:30])=[N:27][CH:28]=1.O. The catalyst is CCOCC.CCOC(C)=O. The product is [Cl:22][C:23]1[CH:24]=[CH:25][C:26]([C:29]([C:5]2[CH:6]=[CH:7][CH:8]=[C:3]([O:2][CH3:1])[C:4]=2[NH:9][C:10](=[O:16])[O:11][C:12]([CH3:13])([CH3:15])[CH3:14])=[O:30])=[N:27][CH:28]=1. The yield is 0.574. (2) The reactants are [Br:1][C:2]1[C:10]([N+:11]([O-:13])=[O:12])=[CH:9][C:8]([F:14])=[CH:7][C:3]=1[C:4]([OH:6])=[O:5].O=S(Cl)Cl.[CH3:19]O. No catalyst specified. The product is [Br:1][C:2]1[C:10]([N+:11]([O-:13])=[O:12])=[CH:9][C:8]([F:14])=[CH:7][C:3]=1[C:4]([O:6][CH3:19])=[O:5]. The yield is 0.840. (3) The reactants are [CH3:1][O:2][C:3]1[NH:4][C:5](=[O:27])[C:6]([CH2:12][C:13]2[CH:18]=[CH:17][C:16]([C:19]3[C:20]([C:25]#[N:26])=[CH:21][CH:22]=[CH:23][CH:24]=3)=[CH:15][CH:14]=2)=[C:7]([CH2:9][CH2:10][CH3:11])[N:8]=1.[C:28]([O:32][C:33]1[CH:38]=[CH:37][C:36](B(O)O)=[CH:35][CH:34]=1)([CH3:31])([CH3:30])[CH3:29].C(N(CC)CC)C.N1C=CC=CC=1. The catalyst is ClCCl.C(OCC)(=O)C.C([O-])(=O)C.[Cu+2].C([O-])(=O)C. The product is [C:28]([O:32][C:33]1[CH:38]=[CH:37][C:36]([N:4]2[C:5](=[O:27])[C:6]([CH2:12][C:13]3[CH:18]=[CH:17][C:16]([C:19]4[C:20]([C:25]#[N:26])=[CH:21][CH:22]=[CH:23][CH:24]=4)=[CH:15][CH:14]=3)=[C:7]([CH2:9][CH2:10][CH3:11])[N:8]=[C:3]2[O:2][CH3:1])=[CH:35][CH:34]=1)([CH3:31])([CH3:29])[CH3:30]. The yield is 0.750. (4) The catalyst is CN(C=O)C.O. The yield is 0.910. The product is [CH3:51][C:50]1[N:52]=[C:20]([C:19]2[CH:18]=[C:17]([N:14]3[CH2:13][C@H:12]4[N:8]([CH2:9][CH2:10][CH2:11]4)[C:7]4[N:26]=[C:3]([S:2][CH3:1])[N:4]=[CH:5][C:6]=4[C:15]3=[O:16])[CH:25]=[CH:24][CH:23]=2)[O:21][N:49]=1. The reactants are [CH3:1][S:2][C:3]1[N:4]=[CH:5][C:6]2[C:15](=[O:16])[N:14]([C:17]3[CH:18]=[C:19]([CH:23]=[CH:24][CH:25]=3)[C:20](O)=[O:21])[CH2:13][C@H:12]3[N:8]([CH2:9][CH2:10][CH2:11]3)[C:7]=2[N:26]=1.ON1C2C=CC=CC=2N=N1.C(N=C=NCCCN(C)C)C.O[NH:49][C:50](=[NH:52])[CH3:51]. (5) The product is [C:1]([N:9]1[CH2:22][CH2:21][C:20]2[C:19]3[C:18]([O:30][C:24]4[CH:29]=[CH:28][CH:27]=[CH:26][CH:25]=4)=[CH:17][CH:16]=[CH:15][C:14]=3[NH:13][C:12]=2[CH2:11][CH2:10]1)(=[O:8])[C:2]1[CH:7]=[CH:6][CH:5]=[CH:4][CH:3]=1. The yield is 0.290. The reactants are [C:1]([N:9]1[CH2:22][CH2:21][C:20]2[C:19]3[C:18](Br)=[CH:17][CH:16]=[CH:15][C:14]=3[NH:13][C:12]=2[CH2:11][CH2:10]1)(=[O:8])[C:2]1[CH:7]=[CH:6][CH:5]=[CH:4][CH:3]=1.[C:24]1([OH:30])[CH:29]=[CH:28][CH:27]=[CH:26][CH:25]=1.C(=O)([O-])[O-].[Cs+].[Cs+]. The catalyst is CC1C=CC=CC=1C.[Cu-]=O. (6) The reactants are [Cl:1][C:2]1[CH:7]=[CH:6][CH:5]=[C:4]([Cl:8])[C:3]=1[S:9][CH2:10][C:11]1[C:15]([CH2:16][O:17][C:18]2[CH:23]=[CH:22][C:21]([C:24]3[CH:25]=[C:26]4[C:31](=[CH:32][CH:33]=3)[N:30]=[C:29]([C:34]([O:36]CC)=[O:35])[CH:28]=[CH:27]4)=[CH:20][CH:19]=2)=[C:14]([CH:39]([CH3:41])[CH3:40])[O:13][N:12]=1.O1CCCC1.[OH-].[Na+].Cl. The yield is 1.00. The product is [Cl:8][C:4]1[CH:5]=[CH:6][CH:7]=[C:2]([Cl:1])[C:3]=1[S:9][CH2:10][C:11]1[C:15]([CH2:16][O:17][C:18]2[CH:19]=[CH:20][C:21]([C:24]3[CH:25]=[C:26]4[C:31](=[CH:32][CH:33]=3)[N:30]=[C:29]([C:34]([OH:36])=[O:35])[CH:28]=[CH:27]4)=[CH:22][CH:23]=2)=[C:14]([CH:39]([CH3:41])[CH3:40])[O:13][N:12]=1. The catalyst is CO. (7) The reactants are [CH3:1][O:2][C:3]1[C:8]2[CH2:9][CH2:10][CH:11]([NH:14][CH2:15][C:16]([F:19])([F:18])[F:17])[CH2:12][CH2:13][C:7]=2[CH:6]=[CH:5][C:4]=1[NH2:20].Cl[C:22]1[N:27]=[C:26]([NH:28][C:29]2[CH:34]=[CH:33][CH:32]=[CH:31][C:30]=2[N:35]2[CH:39]=[CH:38][CH:37]=[N:36]2)[C:25]([Cl:40])=[CH:24][N:23]=1. No catalyst specified. The product is [Cl:40][C:25]1[C:26]([NH:28][C:29]2[CH:34]=[CH:33][CH:32]=[CH:31][C:30]=2[N:35]2[CH:39]=[CH:38][CH:37]=[N:36]2)=[N:27][C:22]([NH:20][C:4]2[CH:5]=[CH:6][C:7]3[CH2:13][CH2:12][CH:11]([NH:14][CH2:15][C:16]([F:18])([F:17])[F:19])[CH2:10][CH2:9][C:8]=3[C:3]=2[O:2][CH3:1])=[N:23][CH:24]=1. The yield is 0.630. (8) The reactants are Cl.[NH2:2][CH2:3][C:4]([O:6]C)=[O:5].CN(C)C=O.[CH2:13]([NH:15][C:16]([N:18]1[C:26]2[C:21](=[CH:22][C:23]([O:27][C:28]3[CH:33]=[CH:32][N:31]=[C:30]([N:34](C(OC4C=CC=CC=4)=O)[C:35](=O)[O:36]C4C=CC=CC=4)[CH:29]=3)=[CH:24][CH:25]=2)[CH:20]=[CH:19]1)=[O:17])[CH3:14]. The catalyst is C(N(CC)CC)C. The product is [CH2:13]([NH:15][C:16]([N:18]1[C:26]2[C:21](=[CH:22][C:23]([O:27][C:28]3[CH:33]=[CH:32][N:31]=[C:30]([NH:34][C:35]([NH:2][CH2:3][C:4]([OH:6])=[O:5])=[O:36])[CH:29]=3)=[CH:24][CH:25]=2)[CH:20]=[CH:19]1)=[O:17])[CH3:14]. The yield is 0.805. (9) The reactants are [CH3:1][O:2][C:3](=[O:20])[CH2:4][NH:5][CH2:6][C:7]1[CH:16]=[CH:15][C:10]([C:11]([O:13][CH3:14])=[O:12])=[CH:9][C:8]=1[N+:17]([O-:19])=[O:18].[C:21](O[C:21]([O:23][C:24]([CH3:27])([CH3:26])[CH3:25])=[O:22])([O:23][C:24]([CH3:27])([CH3:26])[CH3:25])=[O:22]. The yield is 0.700. The catalyst is CN(C)C1C=CN=CC=1. The product is [C:24]([O:23][C:21]([N:5]([CH2:6][C:7]1[CH:16]=[CH:15][C:10]([C:11]([O:13][CH3:14])=[O:12])=[CH:9][C:8]=1[N+:17]([O-:19])=[O:18])[CH2:4][C:3]([O:2][CH3:1])=[O:20])=[O:22])([CH3:27])([CH3:26])[CH3:25].